From a dataset of Full USPTO retrosynthesis dataset with 1.9M reactions from patents (1976-2016). Predict the reactants needed to synthesize the given product. Given the product [N+:1](=[CH:3][C:9]([C:5]1[O:4][CH:8]=[CH:7][CH:6]=1)=[O:10])=[N-:2], predict the reactants needed to synthesize it. The reactants are: [N+:1](=[CH2:3])=[N-:2].[O:4]1[CH:8]=[CH:7][CH:6]=[C:5]1[C:9](Cl)=[O:10].